This data is from Peptide-MHC class II binding affinity with 134,281 pairs from IEDB. The task is: Regression. Given a peptide amino acid sequence and an MHC pseudo amino acid sequence, predict their binding affinity value. This is MHC class II binding data. (1) The peptide sequence is FSQPEQEFPQPQ. The MHC is DRB1_0101 with pseudo-sequence DRB1_0101. The binding affinity (normalized) is 0. (2) The peptide sequence is LQSLVSQYFQTVADYA. The MHC is HLA-DPA10103-DPB10201 with pseudo-sequence HLA-DPA10103-DPB10201. The binding affinity (normalized) is 0.851. (3) The peptide sequence is YDFNKLTALAVSQLT. The MHC is DRB3_0101 with pseudo-sequence DRB3_0101. The binding affinity (normalized) is 0.134. (4) The peptide sequence is TVDSIGMLPRFT. The MHC is DRB1_0401 with pseudo-sequence DRB1_0401. The binding affinity (normalized) is 0.148.